From a dataset of Full USPTO retrosynthesis dataset with 1.9M reactions from patents (1976-2016). Predict the reactants needed to synthesize the given product. (1) Given the product [C:59]([C:58]1[CH:61]=[C:62]([C:65]2[S:66][C:67]([N:70]3[C:78]([CH3:79])=[C:73]4[CH2:74][N:75]([C:10](=[O:12])[CH2:9][NH:8][C:1](=[O:2])[O:3][C:4]([CH3:5])([CH3:6])[CH3:7])[CH2:76][CH2:77][C:72]4=[N:71]3)=[N:68][N:69]=2)[CH:63]=[CH:64][C:57]=1[O:56][CH:54]([CH3:55])[CH3:53])#[N:60], predict the reactants needed to synthesize it. The reactants are: [C:1]([NH:8][CH2:9][C:10]([OH:12])=O)([O:3][C:4]([CH3:7])([CH3:6])[CH3:5])=[O:2].CN(C(ON1N=NC2C=CC=NC1=2)=[N+](C)C)C.F[P-](F)(F)(F)(F)F.CCN(C(C)C)C(C)C.FC(F)(F)C(O)=O.[CH3:53][CH:54]([O:56][C:57]1[CH:64]=[CH:63][C:62]([C:65]2[S:66][C:67]([N:70]3[C:78]([CH3:79])=[C:73]4[CH2:74][NH:75][CH2:76][CH2:77][C:72]4=[N:71]3)=[N:68][N:69]=2)=[CH:61][C:58]=1[C:59]#[N:60])[CH3:55]. (2) Given the product [NH2:11][C:9]1[N:8]=[CH:7][N:6]=[C:5]2[N:4]([CH:12]3[CH2:17][CH2:16][N:15]([CH2:18][CH2:19][O:20][CH3:21])[CH2:14][CH2:13]3)[N:3]=[C:2]([C:35]3[CH:34]=[CH:33][C:32]([NH:31][C:29]4[O:30][C:26]5[C:25]([CH3:48])=[CH:24][C:23]([CH3:22])=[CH:47][C:27]=5[N:28]=4)=[CH:37][CH:36]=3)[C:10]=12, predict the reactants needed to synthesize it. The reactants are: I[C:2]1[C:10]2[C:5](=[N:6][CH:7]=[N:8][C:9]=2[NH2:11])[N:4]([CH:12]2[CH2:17][CH2:16][N:15]([CH2:18][CH2:19][O:20][CH3:21])[CH2:14][CH2:13]2)[N:3]=1.[CH3:22][C:23]1[CH:24]=[C:25]([CH3:48])[C:26]2[O:30][C:29]([NH:31][C:32]3[CH:37]=[CH:36][C:35](B4OC(C)(C)C(C)(C)O4)=[CH:34][CH:33]=3)=[N:28][C:27]=2[CH:47]=1.C(=O)([O-])[O-].[Na+].[Na+]. (3) Given the product [C:1]([O:5][C:6]([N:8]1[CH2:13][CH2:12][N:11]2[C:14]([C:28]([F:31])([F:30])[F:29])=[N:15][C:16]([CH2:17][CH3:18])=[C:10]2[CH:9]1[CH2:20][CH2:21][C:22]1[CH:27]=[CH:26][C:25]([C:28]([F:31])([F:30])[F:29])=[C:24]([F:32])[CH:23]=1)=[O:7])([CH3:4])([CH3:3])[CH3:2], predict the reactants needed to synthesize it. The reactants are: [C:1]([O:5][C:6]([N:8]1[CH2:13][CH2:12][N:11]2[C:14](Br)=[N:15][C:16]([CH2:17][CH3:18])=[C:10]2[CH:9]1[CH2:20][CH2:21][C:22]1[CH:27]=[CH:26][C:25]([C:28]([F:31])([F:30])[F:29])=[C:24]([F:32])[CH:23]=1)=[O:7])([CH3:4])([CH3:3])[CH3:2]. (4) Given the product [C:36]([C:34]1[CH:35]=[C:31]([NH:30][C:29]([NH:1][C:2]2[CH:24]=[CH:23][C:5]([O:6][CH:7]3[CH2:8][CH2:9][N:10]([C:13](=[O:14])[C:15]4[C:20]([Cl:21])=[CH:19][CH:18]=[CH:17][C:16]=4[Cl:22])[CH2:11][CH2:12]3)=[CH:4][CH:3]=2)=[O:28])[N:32]([CH3:40])[N:33]=1)([CH3:39])([CH3:37])[CH3:38], predict the reactants needed to synthesize it. The reactants are: [NH2:1][C:2]1[CH:24]=[CH:23][C:5]([O:6][CH:7]2[CH2:12][CH2:11][N:10]([C:13]([C:15]3[C:20]([Cl:21])=[CH:19][CH:18]=[CH:17][C:16]=3[Cl:22])=[O:14])[CH2:9][CH2:8]2)=[CH:4][CH:3]=1.ClC(Cl)(Cl)C[O:28][C:29](=O)[NH:30][C:31]1[N:32]([CH3:40])[N:33]=[C:34]([C:36]([CH3:39])([CH3:38])[CH3:37])[CH:35]=1.C(N(CC)C(C)C)(C)C. (5) Given the product [CH2:1]1[C:29]2[C:4](=[CH:33][CH:34]=[CH:30][CH:28]=2)[CH:3]=[C:2]1[CH2:22][CH2:20][C:21]1[CH2:15][C:8]2[C:9]([CH:14]=1)=[CH:10][CH:11]=[CH:12][CH:13]=2, predict the reactants needed to synthesize it. The reactants are: [CH2:1]([Li])[CH2:2][CH2:3][CH3:4].[Cl-].[Cl-].[C:8]1([CH3:15])[C:9]([CH3:14])=[CH:10][CH:11]=[CH:12][CH:13]=1.C([N-][CH:20]([CH3:22])[CH3:21])(C)C.[Li+].C(N[CH:28]([CH3:30])[CH3:29])(C)C.Cl.O1CC[CH2:34][CH2:33]1.